Predict the reaction yield, written as a fraction of the theoretical maximum amount of product (1.0 means a 100% yield; for example, 0.34 means a 34% yield). From a dataset of Reaction yield outcomes from USPTO patents with 853,638 reactions. The reactants are [C:1]1([C:7]2[N:8]=[CH:9][N:10]([CH2:12][CH2:13]O)[CH:11]=2)[CH:6]=[CH:5][CH:4]=[CH:3][CH:2]=1.C1C=CC(P(C2C=CC=CC=2)C2C=CC=CC=2)=CC=1.N1C=CN=C1.[I:39]I. The catalyst is C(Cl)Cl. The product is [I:39][CH2:13][CH2:12][N:10]1[CH:11]=[C:7]([C:1]2[CH:6]=[CH:5][CH:4]=[CH:3][CH:2]=2)[N:8]=[CH:9]1. The yield is 0.780.